From a dataset of Peptide-MHC class I binding affinity with 185,985 pairs from IEDB/IMGT. Regression. Given a peptide amino acid sequence and an MHC pseudo amino acid sequence, predict their binding affinity value. This is MHC class I binding data. The peptide sequence is LTPDWNNDTW. The MHC is Mamu-A01 with pseudo-sequence Mamu-A01. The binding affinity (normalized) is 0.